This data is from Full USPTO retrosynthesis dataset with 1.9M reactions from patents (1976-2016). The task is: Predict the reactants needed to synthesize the given product. (1) Given the product [Cl:1][C:2]1[CH:3]=[CH:4][C:5]([O:8][C@H:9]2[C@@H:13]3[CH2:14][N:15]([C:23]([C:22]4[CH:26]=[CH:27][CH:28]=[C:20]([C:19]([F:18])([F:29])[F:30])[CH:21]=4)=[O:24])[CH2:16][CH2:17][N:12]3[CH2:11][CH2:10]2)=[N:6][CH:7]=1, predict the reactants needed to synthesize it. The reactants are: [Cl:1][C:2]1[CH:3]=[CH:4][C:5]([O:8][C@H:9]2[C@@H:13]3[CH2:14][NH:15][CH2:16][CH2:17][N:12]3[CH2:11][CH2:10]2)=[N:6][CH:7]=1.[F:18][C:19]([F:30])([F:29])[C:20]1[CH:21]=[C:22]([CH:26]=[CH:27][CH:28]=1)[C:23](Cl)=[O:24].C(N(CC)CC)C. (2) Given the product [F:3][C:4]1[CH:9]=[CH:8][C:7]([C@@H:10]([N:13]2[CH2:18][CH2:17][CH2:16]/[C:15](=[CH:19]\[C:20]3[CH:25]=[CH:24][C:23]([N:26]4[CH:30]=[C:29]([CH3:31])[N:28]=[CH:27]4)=[C:22]([O:32][CH3:33])[CH:21]=3)/[C:14]2=[O:34])[CH2:11][O:12][CH3:38])=[CH:6][CH:5]=1, predict the reactants needed to synthesize it. The reactants are: [H-].[Na+].[F:3][C:4]1[CH:9]=[CH:8][C:7]([CH:10]([N:13]2[CH2:18][CH2:17][CH2:16]/[C:15](=[CH:19]\[C:20]3[CH:25]=[CH:24][C:23]([N:26]4[CH:30]=[C:29]([CH3:31])[N:28]=[CH:27]4)=[C:22]([O:32][CH3:33])[CH:21]=3)/[C:14]2=[O:34])[CH2:11][OH:12])=[CH:6][CH:5]=1.CI.O.[C:38](=O)(O)[O-].[Na+]. (3) Given the product [Cl:1][C:2]1[CH:7]=[CH:6][CH:5]=[CH:4][C:3]=1[O:8][C:14]1[C:15]([C:16]([O:18][CH2:19][CH3:20])=[O:17])=[CH:10][N:11]=[C:12]([C:21]2[CH:26]=[CH:25][C:24]([CH3:27])=[C:23]([F:28])[CH:22]=2)[N:13]=1, predict the reactants needed to synthesize it. The reactants are: [Cl:1][C:2]1[CH:7]=[CH:6][CH:5]=[CH:4][C:3]=1[OH:8].Cl[C:10]1[C:15]([C:16]([O:18][CH2:19][CH3:20])=[O:17])=[CH:14][N:13]=[C:12]([C:21]2[CH:26]=[CH:25][C:24]([CH3:27])=[C:23]([F:28])[CH:22]=2)[N:11]=1.C(=O)([O-])[O-].[K+].[K+]. (4) Given the product [CH3:8][C@H:6]1[O:7][C@@H:2]([CH3:1])[CH2:3][N:4]([C:9]2[C:14]([CH:15]=[O:16])=[CH:13][C:12]([C:27]3[S:28][C:29]([CH3:32])=[CH:30][CH:31]=3)=[CH:11][N:10]=2)[CH2:5]1, predict the reactants needed to synthesize it. The reactants are: [CH3:1][C@@H:2]1[O:7][C@H:6]([CH3:8])[CH2:5][N:4]([C:9]2[C:14]([CH:15]=[O:16])=[CH:13][C:12](B3OC(C)(C)C(C)(C)O3)=[CH:11][N:10]=2)[CH2:3]1.Br[C:27]1[S:28][C:29]([CH3:32])=[CH:30][CH:31]=1. (5) Given the product [CH2:11]([O:8][C:7](=[O:9])[C:6]([C:2]1[O:1][CH:5]=[CH:4][CH:3]=1)=[O:10])[CH3:12], predict the reactants needed to synthesize it. The reactants are: [O:1]1[CH:5]=[CH:4][CH:3]=[C:2]1[C:6](=[O:10])[C:7]([OH:9])=[O:8].[CH3:11][CH2:12]O.OS(O)(=O)=O. (6) Given the product [CH3:22][S:23]([O:12][CH2:11][C:9]1[CH:10]=[C:5]([CH2:4][CH2:3][O:2][CH3:1])[CH:6]=[C:7]([CH3:14])[C:8]=1[CH3:13])(=[O:25])=[O:24], predict the reactants needed to synthesize it. The reactants are: [CH3:1][O:2][CH2:3][CH2:4][C:5]1[CH:6]=[C:7]([CH3:14])[C:8]([CH3:13])=[C:9]([CH2:11][OH:12])[CH:10]=1.C(N(CC)CC)C.[CH3:22][S:23](Cl)(=[O:25])=[O:24].